Dataset: Forward reaction prediction with 1.9M reactions from USPTO patents (1976-2016). Task: Predict the product of the given reaction. Given the reactants [NH2:1][CH2:2][CH2:3][O:4][CH2:5][CH2:6][N:7]([CH2:10][CH3:11])[CH2:8][CH3:9].S=[C:13]1[CH2:17][S:16][C:15](=[O:18])[NH:14]1, predict the reaction product. The product is: [CH2:10]([N:7]([CH2:8][CH3:9])[CH2:6][CH2:5][O:4][CH2:3][CH2:2][NH:1][C:13]1[CH2:17][S:16][C:15](=[O:18])[N:14]=1)[CH3:11].